The task is: Predict which catalyst facilitates the given reaction.. This data is from Catalyst prediction with 721,799 reactions and 888 catalyst types from USPTO. (1) Reactant: [F:1][C:2]([F:15])([F:14])[O:3][C:4]1[CH:9]=[CH:8][C:7]([NH:10][C:11](=O)[CH3:12])=[CH:6][CH:5]=1.COC1C=CC(P2(SP(C3C=CC(OC)=CC=3)(=S)S2)=[S:25])=CC=1. Product: [F:1][C:2]([F:15])([F:14])[O:3][C:4]1[CH:9]=[CH:8][C:7]([NH:10][C:11](=[S:25])[CH3:12])=[CH:6][CH:5]=1. The catalyst class is: 1. (2) Reactant: [F:1][C:2]([F:20])([F:19])[C:3]1[CH:8]=[CH:7][C:6]([C:9]2[N:14]=[CH:13][N:12]=[C:11]([C:15](=[N:17][OH:18])[NH2:16])[CH:10]=2)=[CH:5][CH:4]=1.[C:21](N1C=CN=C1)(N1C=CN=C1)=[O:22].N12CCCN=C1CCCCC2.Cl. Product: [F:20][C:2]([F:1])([F:19])[C:3]1[CH:4]=[CH:5][C:6]([C:9]2[N:14]=[CH:13][N:12]=[C:11]([C:15]3[NH:17][O:18][C:21](=[O:22])[N:16]=3)[CH:10]=2)=[CH:7][CH:8]=1. The catalyst class is: 132. (3) Reactant: [NH2:1][CH2:2][CH2:3][CH:4]1[CH2:8][CH2:7][CH2:6][N:5]1[CH3:9].C1(C)C=CC=CC=1.C([O:19][C:20](=O)[CH2:21][CH2:22][CH2:23][CH2:24][CH2:25][CH2:26][CH2:27][CH2:28][CH2:29][CH2:30][CH2:31][CH2:32][CH3:33])C.[OH-].[Na+]. Product: [CH3:9][N:5]1[CH2:6][CH2:7][CH2:8][CH:4]1[CH2:3][CH2:2][NH:1][C:20](=[O:19])[CH2:21][CH2:22][CH2:23][CH2:24][CH2:25][CH2:26][CH2:27][CH2:28][CH2:29][CH2:30][CH2:31][CH2:32][CH3:33]. The catalyst class is: 84. (4) Reactant: [OH-].[K+].FC(F)(F)C([NH:7][CH:8]1[CH2:16][C:15]2[C:10](=[CH:11][C:12]([CH2:20][O:21][CH3:22])=[C:13]([CH2:17][O:18][CH3:19])[CH:14]=2)[CH2:9]1)=O. The catalyst class is: 72. Product: [NH2:7][CH:8]1[CH2:9][C:10]2[C:15](=[CH:14][C:13]([CH2:17][O:18][CH3:19])=[C:12]([CH2:20][O:21][CH3:22])[CH:11]=2)[CH2:16]1. (5) Reactant: [OH-].[K+].C(OC(=O)[NH:7][CH:8]1[CH2:11][C:10]2([CH2:16][CH2:15][N:14]([C:17]3[CH:22]=[CH:21][C:20]([CH2:23][CH:24]([CH3:26])[CH3:25])=[CH:19][N:18]=3)[CH2:13][CH2:12]2)[CH2:9]1)C. Product: [CH2:23]([C:20]1[CH:21]=[CH:22][C:17]([N:14]2[CH2:13][CH2:12][C:10]3([CH2:9][CH:8]([NH2:7])[CH2:11]3)[CH2:16][CH2:15]2)=[N:18][CH:19]=1)[CH:24]([CH3:26])[CH3:25]. The catalyst class is: 40. (6) Reactant: CCC(C)[BH-](C(C)CC)C(C)CC.[Li+].[Cl:15][C:16]1[CH:17]=[C:18]([C@@H:22]2[C@@H:27]([C:28]3[CH:33]=[CH:32][C:31]([Cl:34])=[CH:30][CH:29]=3)[N:26]([C@@H:35]([CH:39]3[CH2:41][CH2:40]3)[C:36](=[O:38])[CH3:37])[C:25](=[O:42])[C@:24]([CH2:44][C:45]([OH:47])=[O:46])([CH3:43])[CH2:23]2)[CH:19]=[CH:20][CH:21]=1. Product: [Cl:15][C:16]1[CH:17]=[C:18]([C@@H:22]2[C@@H:27]([C:28]3[CH:33]=[CH:32][C:31]([Cl:34])=[CH:30][CH:29]=3)[N:26]([C@@H:35]([CH:39]3[CH2:41][CH2:40]3)[C@@H:36]([OH:38])[CH3:37])[C:25](=[O:42])[C@:24]([CH2:44][C:45]([OH:47])=[O:46])([CH3:43])[CH2:23]2)[CH:19]=[CH:20][CH:21]=1. The catalyst class is: 1. (7) The catalyst class is: 86. Product: [F:1][C:2]([F:12])([F:11])[C:3]1[CH:10]=[CH:9][C:6]([CH:7]2[CH2:13][C:14](=[O:19])[NH:35][C:25]([CH3:27])=[C:24]2[C:23]([O:29][CH3:30])=[O:28])=[CH:5][CH:4]=1. Reactant: [F:1][C:2]([F:12])([F:11])[C:3]1[CH:10]=[CH:9][C:6]([CH:7]=O)=[CH:5][CH:4]=1.[CH3:13][C:14]1(C)[O:19]C(=O)CC(=O)O1.[C:23]([O:29][CH3:30])(=[O:28])[CH2:24][C:25]([CH3:27])=O.C([O-])(=O)C.[NH4+:35].